This data is from Forward reaction prediction with 1.9M reactions from USPTO patents (1976-2016). The task is: Predict the product of the given reaction. (1) Given the reactants C(OC([N:8]1[CH2:12][CH2:11][C@H:10]([NH2:13])[CH2:9]1)=O)(C)(C)C.Br[C:15]1[CH:24]=[CH:23][CH:22]=[C:21]2[C:16]=1[CH:17]=[CH:18][N:19]=[CH:20]2, predict the reaction product. The product is: [NH:8]1[CH2:12][CH2:11][C@H:10]([NH:13][C:15]2[C:16]3[CH:17]=[CH:18][N:19]=[CH:20][C:21]=3[CH:22]=[CH:23][CH:24]=2)[CH2:9]1. (2) Given the reactants C[O:2][C:3](=[O:20])[CH2:4][C:5]1[C:6]([CH3:19])=[N:7][N:8]([CH2:11][C:12]2[CH:17]=[CH:16][C:15]([NH2:18])=[CH:14][CH:13]=2)[C:9]=1[CH3:10].[Cl:21][C:22]1[CH:29]=[CH:28][C:25]([CH:26]=O)=[CH:24][CH:23]=1.C(O[BH-](OC(=O)C)OC(=O)C)(=O)C.[Na+], predict the reaction product. The product is: [Cl:21][C:22]1[CH:29]=[CH:28][C:25]([CH2:26][NH:18][C:15]2[CH:16]=[CH:17][C:12]([CH2:11][N:8]3[C:9]([CH3:10])=[C:5]([CH2:4][C:3]([OH:2])=[O:20])[C:6]([CH3:19])=[N:7]3)=[CH:13][CH:14]=2)=[CH:24][CH:23]=1. (3) Given the reactants [F:1][C:2]([F:13])([F:12])[O:3][C:4]1[CH:11]=[CH:10][C:7]([CH:8]=O)=[CH:6][CH:5]=1.[NH2:14][C:15]1[N:16]=[N:17][C:18]([CH3:21])=[CH:19][CH:20]=1.C([O:24][C:25](=O)[C:26]([OH:42])=[CH:27][C:28]([C:30]1[CH:35]=[CH:34][C:33]([C:36]2[CH:41]=[CH:40][CH:39]=[CH:38][CH:37]=2)=[CH:32][CH:31]=1)=[O:29])C, predict the reaction product. The product is: [C:33]1([C:36]2[CH:37]=[CH:38][CH:39]=[CH:40][CH:41]=2)[CH:34]=[CH:35][C:30]([C:28]([C:27]2[CH:8]([C:7]3[CH:10]=[CH:11][C:4]([O:3][C:2]([F:13])([F:12])[F:1])=[CH:5][CH:6]=3)[N:14]([C:15]3[N:16]=[N:17][C:18]([CH3:21])=[CH:19][CH:20]=3)[C:25](=[O:24])[C:26]=2[OH:42])=[O:29])=[CH:31][CH:32]=1. (4) Given the reactants C(S)CCCCCCCCCCC.CC(N=NC(C#N)(C)C)(C#N)C.C([O:31][CH:32]1[CH2:37][CH2:36][CH:35]([C:38]([OH:47])([C:43]([F:46])([F:45])[F:44])[C:39]([F:42])([F:41])[F:40])[CH:34]([OH:48])[CH2:33]1)(=O)C(C)=C, predict the reaction product. The product is: [F:40][C:39]([F:41])([F:42])[C:38]([CH:35]1[CH2:36][CH2:37][CH:32]([OH:31])[CH2:33][CH:34]1[OH:48])([OH:47])[C:43]([F:44])([F:46])[F:45].